Task: Predict the reaction yield, written as a fraction of the theoretical maximum amount of product (1.0 means a 100% yield; for example, 0.34 means a 34% yield).. Dataset: Reaction yield outcomes from USPTO patents with 853,638 reactions The reactants are [CH3:1][O:2][C:3]([C:5]1[CH:6]=[C:7]2[CH:13]=[C:12]([C:14]([C:21]3[CH:22]=[N:23][C:24]([S:27]([CH3:29])=[O:28])=[CH:25][CH:26]=3)=[CH:15][CH:16]3[CH2:20][CH2:19][CH2:18][CH2:17]3)[N:11]([S:30]([C:33]3[CH:38]=[CH:37][CH:36]=[CH:35][CH:34]=3)(=[O:32])=[O:31])[C:8]2=[N:9][CH:10]=1)=[O:4].[Mn]([O-])(=O)(=O)=[O:40].[K+]. The catalyst is CO.O. The product is [CH3:1][O:2][C:3]([C:5]1[CH:6]=[C:7]2[CH:13]=[C:12]([C:14]([C:21]3[CH:22]=[N:23][C:24]([S:27]([CH3:29])(=[O:40])=[O:28])=[CH:25][CH:26]=3)=[CH:15][CH:16]3[CH2:17][CH2:18][CH2:19][CH2:20]3)[N:11]([S:30]([C:33]3[CH:38]=[CH:37][CH:36]=[CH:35][CH:34]=3)(=[O:32])=[O:31])[C:8]2=[N:9][CH:10]=1)=[O:4]. The yield is 0.720.